Task: Predict the product of the given reaction.. Dataset: Forward reaction prediction with 1.9M reactions from USPTO patents (1976-2016) Given the reactants [Cl:1][C:2]1[CH:3]=[CH:4][C:5]([N:8]([CH2:16][CH2:17][NH:18][C@:19]23[CH2:63][CH2:62][C@@H:61]([C:64]([CH3:66])=[CH2:65])[C@@H:20]2[C@@H:21]2[C@@:34]([CH3:37])([CH2:35][CH2:36]3)[C@@:33]3([CH3:38])[C@@H:24]([C@:25]4([CH3:60])[C@@H:30]([CH2:31][CH2:32]3)[C:29]([CH3:40])([CH3:39])[C:28]([C:41]3[CH2:59][C:43]5([CH2:46][C:45]([C:53]([O:55]C(C)C)=[O:54])([C:47]([O:49]C(C)C)=[O:48])[CH2:44]5)[CH:42]=3)=[CH:27][CH2:26]4)[CH2:23][CH2:22]2)[S:9]([C:12]([F:15])([F:14])[F:13])(=[O:11])=[O:10])=[N:6][CH:7]=1.[OH-].[Na+].Cl, predict the reaction product. The product is: [Cl:1][C:2]1[CH:3]=[CH:4][C:5]([N:8]([CH2:16][CH2:17][NH:18][C@:19]23[CH2:63][CH2:62][C@@H:61]([C:64]([CH3:66])=[CH2:65])[C@@H:20]2[C@@H:21]2[C@@:34]([CH3:37])([CH2:35][CH2:36]3)[C@@:33]3([CH3:38])[C@@H:24]([C@:25]4([CH3:60])[C@@H:30]([CH2:31][CH2:32]3)[C:29]([CH3:39])([CH3:40])[C:28]([C:41]3[CH2:59][C:43]5([CH2:46][C:45]([C:53]([OH:55])=[O:54])([C:47]([OH:49])=[O:48])[CH2:44]5)[CH:42]=3)=[CH:27][CH2:26]4)[CH2:23][CH2:22]2)[S:9]([C:12]([F:15])([F:14])[F:13])(=[O:11])=[O:10])=[N:6][CH:7]=1.